From a dataset of Forward reaction prediction with 1.9M reactions from USPTO patents (1976-2016). Predict the product of the given reaction. (1) The product is: [Cl:33][C:30]1[CH:31]=[CH:32][C:27]([C:18]2[N:17]([CH2:34][CH3:35])[C:16]([C:1]([C:9]3[CH:14]=[CH:13][CH:12]=[CH:11][CH:10]=3)([C:2]3[CH:7]=[CH:6][CH:5]=[CH:4][CH:3]=3)[OH:8])=[N:20][C:19]=2[C:21]2[CH:22]=[CH:23][N:24]=[CH:25][CH:26]=2)=[CH:28][CH:29]=1. Given the reactants [C:1]([C:9]1[CH:14]=[CH:13][CH:12]=[CH:11][CH:10]=1)(=[O:8])[C:2]1[CH:7]=[CH:6][CH:5]=[CH:4][CH:3]=1.Br[C:16]1[N:17]([CH2:34][CH3:35])[C:18]([C:27]2[CH:32]=[CH:31][C:30]([Cl:33])=[CH:29][CH:28]=2)=[C:19]([C:21]2[CH:26]=[CH:25][N:24]=[CH:23][CH:22]=2)[N:20]=1, predict the reaction product. (2) Given the reactants [CH4:1].CC.[CH3:4][CH2:5][CH3:6].[CH:7]1[CH:12]=[CH:11][CH:10]=[CH:9][CH:8]=1, predict the reaction product. The product is: [CH:5]1[C:6]2[C:12](=[CH:11][CH:10]=[CH:9][CH:8]=2)[CH:7]=[CH:1][CH:4]=1. (3) Given the reactants [Cl:1][C:2]1[CH:31]=[C:30]([Cl:32])[CH:29]=[CH:28][C:3]=1[O:4][C:5]1[CH:10]=[CH:9][CH:8]=[CH:7][C:6]=1[NH:11][S:12]([C:15]1[CH:27]=[CH:26][C:18]([C:19]([NH:21][CH2:22][C:23](O)=[O:24])=[O:20])=[CH:17][CH:16]=1)(=[O:14])=[O:13].Cl.Cl.[CH3:35][O:36][C:37](=[O:46])[C@H:38]([CH2:40][C:41]1[N:45]=[CH:44][NH:43][CH:42]=1)[NH2:39], predict the reaction product. The product is: [CH3:35][O:36][C:37](=[O:46])[C@@H:38]([NH:39][C:23](=[O:24])[CH2:22][NH:21][C:19](=[O:20])[C:18]1[CH:17]=[CH:16][C:15]([S:12](=[O:14])(=[O:13])[NH:11][C:6]2[CH:7]=[CH:8][CH:9]=[CH:10][C:5]=2[O:4][C:3]2[CH:28]=[CH:29][C:30]([Cl:32])=[CH:31][C:2]=2[Cl:1])=[CH:27][CH:26]=1)[CH2:40][C:41]1[N:45]=[CH:44][NH:43][CH:42]=1. (4) Given the reactants [CH3:1][O:2][C:3]1[CH:4]=[C:5]([C:11]2[C:12]([CH3:34])([CH3:33])[C:13](=[O:32])[N:14]([CH:16]3[CH2:21][CH2:20][N:19]([C:22]([C:24]4[CH:29]=[C:28]([OH:30])[CH:27]=[CH:26][C:25]=4[CH3:31])=[O:23])[CH2:18][CH2:17]3)[N:15]=2)[CH:6]=[CH:7][C:8]=1[O:9][CH3:10].Br[CH2:36][C:37]1[C:42]([Cl:43])=[CH:41][CH:40]=[CH:39][C:38]=1[Cl:44].[OH-].[Na+], predict the reaction product. The product is: [Cl:43][C:42]1[CH:41]=[CH:40][CH:39]=[C:38]([Cl:44])[C:37]=1[CH2:36][O:30][C:28]1[CH:27]=[CH:26][C:25]([CH3:31])=[C:24]([C:22]([N:19]2[CH2:20][CH2:21][CH:16]([N:14]3[C:13](=[O:32])[C:12]([CH3:34])([CH3:33])[C:11]([C:5]4[CH:6]=[CH:7][C:8]([O:9][CH3:10])=[C:3]([O:2][CH3:1])[CH:4]=4)=[N:15]3)[CH2:17][CH2:18]2)=[O:23])[CH:29]=1. (5) Given the reactants [NH:1]1[CH2:6][CH2:5][O:4][CH2:3][CH2:2]1.Br[CH2:8][CH2:9][CH2:10][CH2:11][N:12]1[C:16]2[CH:17]=[CH:18][CH:19]=[CH:20][C:15]=2[N:14]([C:21]2[CH:26]=[CH:25][C:24]([Cl:27])=[CH:23][CH:22]=2)[S:13]1(=[O:29])=[O:28], predict the reaction product. The product is: [Cl:27][C:24]1[CH:25]=[CH:26][C:21]([N:14]2[C:15]3[CH:20]=[CH:19][CH:18]=[CH:17][C:16]=3[N:12]([CH2:11][CH2:10][CH2:9][CH2:8][N:1]3[CH2:6][CH2:5][O:4][CH2:3][CH2:2]3)[S:13]2(=[O:28])=[O:29])=[CH:22][CH:23]=1. (6) Given the reactants C(N([CH2:6][CH3:7])CC)C.[CH2:8]([OH:30])[CH2:9][O:10][CH2:11][CH2:12][O:13][CH2:14][CH2:15][S:16][CH2:17][CH2:18][CH2:19][S:20][CH2:21][CH2:22][O:23][CH2:24][CH2:25][O:26][CH2:27][CH2:28][OH:29].[C:31]1([CH3:41])[CH:36]=[CH:35][C:34]([S:37](Cl)(=[O:39])=[O:38])=[CH:33][CH:32]=1, predict the reaction product. The product is: [S:37]([O:30][CH2:8][CH2:9][O:10][CH2:11][CH2:12][O:13][CH2:14][CH2:15][S:16][CH2:17][CH2:18][CH2:19][S:20][CH2:21][CH2:22][O:23][CH2:24][CH2:25][O:26][CH2:27][CH2:28][O:29][S:37]([C:7]1[CH:6]=[CH:36][C:31]([CH3:41])=[CH:32][CH:33]=1)(=[O:39])=[O:38])([C:34]1[CH:35]=[CH:36][C:31]([CH3:41])=[CH:32][CH:33]=1)(=[O:39])=[O:38].